This data is from Forward reaction prediction with 1.9M reactions from USPTO patents (1976-2016). The task is: Predict the product of the given reaction. Given the reactants Br[C:2]1[S:6][C:5]([C:7]2[CH:12]=[CH:11][N:10]=[CH:9][CH:8]=2)=[N:4][C:3]=1[CH2:13][C:14]1[CH:19]=[CH:18][C:17]([Cl:20])=[CH:16][CH:15]=1.C([Sn](CCCC)(CCCC)[C:26]1[NH:30][N:29]=[C:28]([C:31]([O:33][CH2:34][CH3:35])=[O:32])[CH:27]=1)CCC.[Cl-].[Li+], predict the reaction product. The product is: [Cl:20][C:17]1[CH:18]=[CH:19][C:14]([CH2:13][C:3]2[N:4]=[C:5]([C:7]3[CH:12]=[CH:11][N:10]=[CH:9][CH:8]=3)[S:6][C:2]=2[C:26]2[NH:30][N:29]=[C:28]([C:31]([O:33][CH2:34][CH3:35])=[O:32])[CH:27]=2)=[CH:15][CH:16]=1.